From a dataset of Full USPTO retrosynthesis dataset with 1.9M reactions from patents (1976-2016). Predict the reactants needed to synthesize the given product. (1) Given the product [Cl:1][C:2]1[N:11]=[C:10]([NH:14][CH3:13])[C:9]2[C:4](=[CH:5][CH:6]=[CH:7][CH:8]=2)[N:3]=1, predict the reactants needed to synthesize it. The reactants are: [Cl:1][C:2]1[N:11]=[C:10](Cl)[C:9]2[C:4](=[CH:5][CH:6]=[CH:7][CH:8]=2)[N:3]=1.[CH3:13][NH2:14]. (2) Given the product [Br:5][C:6]1[CH:7]=[C:8]2[C:12](=[CH:13][C:14]=1[OH:15])[C:11](=[O:17])[CH2:10][CH2:9]2, predict the reactants needed to synthesize it. The reactants are: [Cl-].[Al+3].[Cl-].[Cl-].[Br:5][C:6]1[CH:7]=[C:8]2[C:12](=[CH:13][C:14]=1[O:15]C)[C:11](=[O:17])[CH2:10][CH2:9]2.O. (3) The reactants are: F[C:2]1[CH:9]=[CH:8][CH:7]=[CH:6][C:3]=1[CH:4]=[O:5].[CH3:10][C:11]1[N:15]=[CH:14][NH:13][N:12]=1.C([O-])([O-])=O.[K+].[K+]. Given the product [CH3:10][C:11]1[N:15]=[CH:14][N:13]([C:2]2[CH:9]=[CH:8][CH:7]=[CH:6][C:3]=2[CH:4]=[O:5])[N:12]=1, predict the reactants needed to synthesize it. (4) The reactants are: [Br:1][C:2]1[CH:9]=[CH:8][C:5]([CH:6]=O)=[CH:4][CH:3]=1.[C:10]([OH:16])(=[O:15])[CH2:11]C(O)=O.C([O-])(=O)C.[NH4+:21]. Given the product [NH2:21][CH:6]([C:5]1[CH:8]=[CH:9][C:2]([Br:1])=[CH:3][CH:4]=1)[CH2:11][C:10]([OH:16])=[O:15], predict the reactants needed to synthesize it.